Dataset: M1 muscarinic receptor antagonist screen with 61,756 compounds. Task: Binary Classification. Given a drug SMILES string, predict its activity (active/inactive) in a high-throughput screening assay against a specified biological target. (1) The compound is S(CCC(=O)Nc1snc(n1)c1ccccc1)c1sc(nn1)C. The result is 0 (inactive). (2) The molecule is O=C(N1CCN(CC1)c1ncccn1)Nc1cc2OCOc2cc1. The result is 0 (inactive). (3) The compound is s1c(NC(=O)C2CN(C(=O)C2)c2ccc(C(C)C)cc2)ncc1. The result is 0 (inactive). (4) The molecule is O(CCn1c(nc2n(c(=O)n(c(=O)c12)C)C)CN1CCC(CC1)Cc1ccccc1)CC. The result is 0 (inactive). (5) The compound is s1c(c2n(c3c(n2)cccc3)C)ccc1C(=O)c1ccccc1. The result is 0 (inactive). (6) The molecule is O(CCCn1c2nc3c(nc2nc1c1occc1)cccc3)C(C)C. The result is 0 (inactive). (7) The molecule is O=C1c2c([nH]c(c2CCC)C(OCC)=O)CCC1. The result is 0 (inactive).